Task: Predict which catalyst facilitates the given reaction.. Dataset: Catalyst prediction with 721,799 reactions and 888 catalyst types from USPTO (1) Reactant: [NH2:1][C:2]1[C:3]([CH3:17])=[C:4]([CH:9]=[CH:10][C:11]=1[NH:12][CH2:13][CH:14]1[CH2:16][CH2:15]1)[C:5]([O:7][CH3:8])=[O:6].[CH2:18]([N:20]1[C:32]2[CH:31]=[CH:30][C:29]([CH:33]=O)=[CH:28][C:27]=2[C:26]2[C:21]1=[CH:22][CH:23]=[CH:24][CH:25]=2)[CH3:19]. Product: [CH:14]1([CH2:13][N:12]2[C:11]3[CH:10]=[CH:9][C:4]([C:5]([O:7][CH3:8])=[O:6])=[C:3]([CH3:17])[C:2]=3[N:1]=[C:33]2[C:29]2[CH:30]=[CH:31][C:32]3[N:20]([CH2:18][CH3:19])[C:21]4[C:26]([C:27]=3[CH:28]=2)=[CH:25][CH:24]=[CH:23][CH:22]=4)[CH2:16][CH2:15]1. The catalyst class is: 15. (2) Reactant: [O:1]1[CH2:6][CH2:5][N:4]([C:7]2[CH:45]=[CH:44][C:10]([CH2:11][N:12]3[C:16]4[CH:17]=[CH:18][C:19]([O:21][CH2:22][C:23]5[CH:32]=[CH:31][C:30]6[C:25](=[CH:26][CH:27]=[CH:28][CH:29]=6)[N:24]=5)=[CH:20][C:15]=4[N:14]=[C:13]3[CH2:33][C:34]3([C:39]([O:41]CC)=[O:40])[CH2:38][CH2:37][CH2:36][CH2:35]3)=[CH:9][CH:8]=2)[CH2:3][CH2:2]1.C1COCC1.[Li+].[OH-]. Product: [N:4]1([C:7]2[CH:8]=[CH:9][C:10]([CH2:11][N:12]3[C:16]4[CH:17]=[CH:18][C:19]([O:21][CH2:22][C:23]5[CH:32]=[CH:31][C:30]6[C:25](=[CH:26][CH:27]=[CH:28][CH:29]=6)[N:24]=5)=[CH:20][C:15]=4[N:14]=[C:13]3[CH2:33][C:34]3([C:39]([OH:41])=[O:40])[CH2:38][CH2:37][CH2:36][CH2:35]3)=[CH:44][CH:45]=2)[CH2:3][CH2:2][O:1][CH2:6][CH2:5]1. The catalyst class is: 5. (3) Reactant: [CH3:1][N:2]([CH3:27])[CH:3]1[CH2:8][CH2:7][CH2:6][N:5]([CH2:9]/[CH:10]=[CH:11]/[C:12]2[C:13]3[C:14]4[CH:26]=[CH:25][S:24][C:15]=4[C:16](=O)[NH:17][C:18]=3[CH:19]=[CH:20][C:21]=2[OH:22])[CH2:4]1. Product: [CH3:27][N:2]([CH3:1])[CH:3]1[CH2:8][CH2:7][CH2:6][N:5]([CH2:9][CH2:10][CH2:11][C:12]2[C:13]3[C:14]4[CH:26]=[CH:25][S:24][C:15]=4[CH:16]=[N:17][C:18]=3[CH:19]=[CH:20][C:21]=2[OH:22])[CH2:4]1. The catalyst class is: 19. (4) Product: [C:18]1([CH3:24])[CH:19]=[CH:20][CH:21]=[C:22]([O:23][CH2:2][C:3]2[CH:8]=[CH:7][C:6]([C:9]3[CH:13]=[C:12]([C:14]([NH2:16])=[O:15])[O:11][N:10]=3)=[CH:5][CH:4]=2)[CH:17]=1. The catalyst class is: 23. Reactant: Br[CH2:2][C:3]1[CH:8]=[CH:7][C:6]([C:9]2[CH:13]=[C:12]([C:14]([NH2:16])=[O:15])[O:11][N:10]=2)=[CH:5][CH:4]=1.[CH:17]1[C:22]([OH:23])=[CH:21][CH:20]=[CH:19][C:18]=1[CH3:24].C([O-])([O-])=O.[K+].[K+]. (5) The catalyst class is: 19. Product: [C:36]([O:35][C:33](=[O:34])[NH:32][C:30]([C:27]1[CH:28]=[CH:29][C:24]([CH2:23][NH:22][C:21]([C@H:18]2[N:15]3[C:16](=[O:17])[C:11]([NH2:10])=[CH:12][N:13]=[C:14]3[CH2:20][CH2:19]2)=[O:40])=[CH:25][CH:26]=1)=[NH:31])([CH3:39])([CH3:37])[CH3:38]. Reactant: C(OC(=O)[NH:10][C:11]1[C:16](=[O:17])[N:15]2[CH:18]([C:21](=[O:40])[NH:22][CH2:23][C:24]3[CH:29]=[CH:28][C:27]([C:30]([NH:32][C:33]([O:35][C:36]([CH3:39])([CH3:38])[CH3:37])=[O:34])=[NH:31])=[CH:26][CH:25]=3)[CH2:19][CH2:20][C:14]2=[N:13][CH:12]=1)C1C=CC=CC=1.